Dataset: Experimentally validated miRNA-target interactions with 360,000+ pairs, plus equal number of negative samples. Task: Binary Classification. Given a miRNA mature sequence and a target amino acid sequence, predict their likelihood of interaction. (1) The miRNA is mmu-miR-615-3p with sequence UCCGAGCCUGGGUCUCCCUCUU. The protein sequence of the target gene is MEESKTLKSENHEPKKNVICEESKAVQVIGNQTLKARNDKSVKEIENSSPNRNSSKKNKQNDICIEKTEVKSCKVNAANLPGPKDLGLVLRDQSHCKAKKFPNSPVKAEKATISQAKSEKATSLQAKAEKSPKSPNSVKAEKASSYQMKSEKVPSSPAEAEKGPSLLLKDMRQKTELQQIGKKIPSSFTSVDKVNIEAVGGEKCALQNSPRSQKQQTCTDNTGDSDDSASGIEDVSDDLSKMKNDESNKENSSEMDYLENATVIDESALTPEQRLGLKQAEERLERDHIFRLEKRSPEYT.... Result: 0 (no interaction). (2) The miRNA is hsa-miR-30b-5p with sequence UGUAAACAUCCUACACUCAGCU. The protein sequence of the target gene is MAAEIQPKPLTRKPILLQRMEGSQEVVNMAVIVPKEEGVISVSEDRTVRVWLKRDSGQYWPSVYHAMPSPCSCMSFNPETRRLSIGLDNGTISEFILSEDYNKMTPVKNYQAHQSRVTMILFVLELEWVLSTGQDKQFAWHCSESGQRLGGYRTSAVASGLQFDVETRHVFIGDHSGQVTILKLEQENCTLVTTFRGHTGGVTALCWDPVQRVLFSGSSDHSVIMWDIGGRKGTAIELQGHNDRVQALSYAQHTRQLISCGGDGGIVVWNMDVERQETPEWLDSDSCQKCDQPFFWNFKQ.... Result: 1 (interaction).